This data is from Catalyst prediction with 721,799 reactions and 888 catalyst types from USPTO. The task is: Predict which catalyst facilitates the given reaction. (1) Reactant: [CH3:1][C:2]1[N:7]=[C:6]([CH:8](C(OCC)=O)[C:9]([O:11][CH2:12]C)=[O:10])[CH:5]=[C:4]([C:19]([F:22])([F:21])[F:20])[CH:3]=1.C[O-].[Na+]. Product: [CH3:1][C:2]1[N:7]=[C:6]([CH2:8][C:9]([O:11][CH3:12])=[O:10])[CH:5]=[C:4]([C:19]([F:22])([F:20])[F:21])[CH:3]=1. The catalyst class is: 5. (2) Reactant: [C:1]([O:5][C:6]([N:8]1[CH2:13][CH2:12][N:11]([C:14]2[CH:19]=[CH:18][CH:17]=[C:16]([NH:20][CH2:21][C:22]3[CH:27]=[CH:26][CH:25]=[CH:24][CH:23]=3)[C:15]=2[NH2:28])[CH2:10][CH2:9]1)=[O:7])([CH3:4])([CH3:3])[CH3:2].[C:29](=O)([O-])[O-:30].[Na+].[Na+].C(Cl)(Cl)=O. Product: [C:1]([O:5][C:6]([N:8]1[CH2:13][CH2:12][N:11]([C:14]2[C:15]3[NH:28][C:29](=[O:30])[N:20]([CH2:21][C:22]4[CH:23]=[CH:24][CH:25]=[CH:26][CH:27]=4)[C:16]=3[CH:17]=[CH:18][CH:19]=2)[CH2:10][CH2:9]1)=[O:7])([CH3:4])([CH3:2])[CH3:3]. The catalyst class is: 4. (3) Reactant: [S:1](=[O:3])=[O:2].[C:4]1([S:10][C:11]([Si](C)(C)C)([F:13])[F:12])[CH:9]=[CH:8][CH:7]=[CH:6][CH:5]=1.[F-].[Cs+].[B-](F)(F)(F)[F:21].[B-](F)(F)(F)F.C1[N+]2(CCl)CC[N+](F)(CC2)C1. Product: [S:1](=[O:3])=[O:2].[F:12][C:11]([F:13])([S:10][C:4]1[CH:9]=[CH:8][CH:7]=[CH:6][CH:5]=1)[S:1]([F:21])(=[O:3])=[O:2]. The catalyst class is: 10. (4) Reactant: [C:1]([O:5][C:6]([N:8]1[CH2:13][CH2:12][C:11]([C:14]2[C:23]3[C:18](=[CH:19][CH:20]=[CH:21][CH:22]=3)[C:17]([NH2:24])=[CH:16][CH:15]=2)=[CH:10][CH2:9]1)=[O:7])([CH3:4])([CH3:3])[CH3:2]. Product: [C:1]([O:5][C:6]([N:8]1[CH2:9][CH2:10][CH:11]([C:14]2[C:23]3[C:18](=[CH:19][CH:20]=[CH:21][CH:22]=3)[C:17]([NH2:24])=[CH:16][CH:15]=2)[CH2:12][CH2:13]1)=[O:7])([CH3:4])([CH3:2])[CH3:3]. The catalyst class is: 19. (5) The catalyst class is: 73. Product: [Br:1][C:2]1[CH:3]=[C:4]2[C@:15]3([CH2:19][O:18][C:17]([NH2:20])=[N:16]3)[C:14]3[C:9](=[CH:10][CH:11]=[C:12]([C:24]4[CH:23]=[N:22][CH:27]=[CH:26][CH:25]=4)[CH:13]=3)[O:8][C:5]2=[N:6][CH:7]=1. Reactant: [Br:1][C:2]1[CH:3]=[C:4]2[C@:15]3([CH2:19][O:18][C:17]([NH2:20])=[N:16]3)[C:14]3[C:9](=[CH:10][CH:11]=[C:12](I)[CH:13]=3)[O:8][C:5]2=[N:6][CH:7]=1.[N:22]1[CH:27]=[CH:26][CH:25]=[C:24](B(O)O)[CH:23]=1.C(=O)([O-])[O-].[K+].[K+]. (6) The catalyst class is: 9. Reactant: [Cl:1][C:2]1[CH:22]=[C:21]([C:23]([F:26])([F:25])[F:24])[CH:20]=[CH:19][C:3]=1[CH2:4][N:5]1[C:9](/[CH:10]=[CH:11]/[C:12]([OH:14])=O)=[CH:8][C:7]([O:15][CH:16]([CH3:18])[CH3:17])=[N:6]1.[CH2:27]([S:32]([NH2:35])(=[O:34])=[O:33])[CH2:28][CH2:29][CH2:30][CH3:31].N12CCCN=C1CCCCC2. Product: [Cl:1][C:2]1[CH:22]=[C:21]([C:23]([F:26])([F:25])[F:24])[CH:20]=[CH:19][C:3]=1[CH2:4][N:5]1[C:9](/[CH:10]=[CH:11]/[C:12]([NH:35][S:32]([CH2:27][CH2:28][CH2:29][CH2:30][CH3:31])(=[O:34])=[O:33])=[O:14])=[CH:8][C:7]([O:15][CH:16]([CH3:18])[CH3:17])=[N:6]1.